Dataset: Full USPTO retrosynthesis dataset with 1.9M reactions from patents (1976-2016). Task: Predict the reactants needed to synthesize the given product. (1) Given the product [O:3]1[C:8]2=[CH:9][CH:10]=[CH:11][C:7]2=[CH:6][C:5]([CH:12]2[CH2:17][CH2:16][CH2:15][CH2:14][N:13]2[CH2:18][CH2:19][C@H:20]2[CH2:21][CH2:22][C@H:23]([NH:26][S:37]([C:34]3[CH:35]=[CH:36][C:31]([C:27]([CH3:30])([CH3:29])[CH3:28])=[CH:32][CH:33]=3)(=[O:39])=[O:38])[CH2:24][CH2:25]2)=[CH:4]1, predict the reactants needed to synthesize it. The reactants are: Cl.Cl.[O:3]1[C:8]2=[CH:9][CH:10]=[CH:11][C:7]2=[CH:6][C:5]([CH:12]2[CH2:17][CH2:16][CH2:15][CH2:14][N:13]2[CH2:18][CH2:19][C@H:20]2[CH2:25][CH2:24][C@H:23]([NH2:26])[CH2:22][CH2:21]2)=[CH:4]1.[C:27]([C:31]1[CH:36]=[CH:35][C:34]([S:37](Cl)(=[O:39])=[O:38])=[CH:33][CH:32]=1)([CH3:30])([CH3:29])[CH3:28]. (2) The reactants are: [Cl:1][C:2]1[CH:7]=[CH:6][C:5]([NH:8][C:9](=[O:15])[O:10][C:11]([CH3:14])([CH3:13])[CH3:12])=[C:4]([C:16]2[CH:24]=[C:23]3[N:19]([CH:20]([C:25](=[O:30])N(OC)C)[CH2:21][CH2:22]3)[C:18](=[O:31])[CH:17]=2)[CH:3]=1.[H-].[Al+3].[Li+].[H-].[H-].[H-].S([O-])(O)(=O)=O.[K+]. Given the product [Cl:1][C:2]1[CH:7]=[CH:6][C:5]([NH:8][C:9](=[O:15])[O:10][C:11]([CH3:14])([CH3:12])[CH3:13])=[C:4]([C:16]2[CH:24]=[C:23]3[N:19]([CH:20]([CH:25]=[O:30])[CH2:21][CH2:22]3)[C:18](=[O:31])[CH:17]=2)[CH:3]=1, predict the reactants needed to synthesize it. (3) Given the product [Br:13][C:14]1[S:18][C:17]([CH:19]=[CH:1][C:2]([C:4]2[CH:5]=[CH:6][C:7]([N+:10]([O-:12])=[O:11])=[CH:8][CH:9]=2)=[O:3])=[CH:16][CH:15]=1, predict the reactants needed to synthesize it. The reactants are: [CH3:1][C:2]([C:4]1[CH:9]=[CH:8][C:7]([N+:10]([O-:12])=[O:11])=[CH:6][CH:5]=1)=[O:3].[Br:13][C:14]1[S:18][C:17]([CH:19]=O)=[CH:16][CH:15]=1.[OH-].[K+]. (4) Given the product [C:2]1([NH:1][C:8](=[O:11])[CH2:9][CH3:10])[CH:7]=[CH:6][CH:5]=[CH:4][CH:3]=1, predict the reactants needed to synthesize it. The reactants are: [NH2:1][C:2]1[CH:7]=[CH:6][CH:5]=[CH:4][CH:3]=1.[C:8](Cl)(=[O:11])[CH2:9][CH3:10]. (5) Given the product [C:7]1([S:4]([C:3]2([S:2][CH3:1])[CH2:20][C@H:18]3[C@:17]([C:22]4[C:31]5[C:26](=[CH:27][CH:28]=[CH:29][CH:30]=5)[CH:25]=[CH:24][CH:23]=4)([CH2:19]3)[CH2:16]2)(=[O:5])=[O:6])[CH:12]=[CH:11][CH:10]=[CH:9][CH:8]=1, predict the reactants needed to synthesize it. The reactants are: [CH3:1][S:2][CH2:3][S:4]([C:7]1[CH:12]=[CH:11][CH:10]=[CH:9][CH:8]=1)(=[O:6])=[O:5].[H-].[Na+].Br[CH2:16][C@@:17]1([C:22]2[C:31]3[C:26](=[CH:27][CH:28]=[CH:29][CH:30]=3)[CH:25]=[CH:24][CH:23]=2)[CH2:19][CH:18]1[CH2:20]Br.C(OCC)(=O)C.CCCCCC. (6) Given the product [CH3:27][O:28][C:29]1[CH:34]=[C:33]([CH2:35][NH:36][C:13]([C:11]2[S:12][C:3]3[N:4]([C:5](=[O:9])[NH:6][C:7](=[O:8])[C:2]=3[CH3:1])[CH:10]=2)=[O:15])[CH:32]=[CH:31][N:30]=1, predict the reactants needed to synthesize it. The reactants are: [CH3:1][C:2]1[C:7](=[O:8])[NH:6][C:5](=[O:9])[N:4]2[CH:10]=[C:11]([C:13]([OH:15])=O)[S:12][C:3]=12.O.ON1C2C=CC=CC=2N=N1.[CH3:27][O:28][C:29]1[CH:34]=[C:33]([CH2:35][NH2:36])[CH:32]=[CH:31][N:30]=1.Cl.CN(C)CCCN=C=NCC. (7) Given the product [C:11]([N:1]1[CH2:6][CH2:5][CH:4]([CH2:7][C:8]([OH:10])=[O:9])[CH2:3][CH2:2]1)([O:13][C:14]([CH3:17])([CH3:16])[CH3:15])=[O:12], predict the reactants needed to synthesize it. The reactants are: [NH:1]1[CH2:6][CH2:5][CH:4]([CH2:7][C:8]([OH:10])=[O:9])[CH2:3][CH2:2]1.[C:11](O[C:11]([O:13][C:14]([CH3:17])([CH3:16])[CH3:15])=[O:12])([O:13][C:14]([CH3:17])([CH3:16])[CH3:15])=[O:12].